Dataset: Catalyst prediction with 721,799 reactions and 888 catalyst types from USPTO. Task: Predict which catalyst facilitates the given reaction. (1) Reactant: [CH2:1]([O:3][C:4]([C@@H:6]1[O:11][C:10]2[CH:12]=[CH:13][C:14]([CH2:16][CH2:17][NH:18][CH2:19][C@H:20]([OH:39])[CH2:21][O:22][C:23]3[CH:28]=[CH:27][C:26]([O:29]CC4C=CC=CC=4)=[CH:25][C:24]=3[O:37][CH3:38])=[CH:15][C:9]=2[O:8][CH2:7]1)=[O:5])[CH3:2]. Product: [CH2:1]([O:3][C:4]([C@@H:6]1[O:11][C:10]2[CH:12]=[CH:13][C:14]([CH2:16][CH2:17][NH:18][CH2:19][C@H:20]([OH:39])[CH2:21][O:22][C:23]3[CH:28]=[CH:27][C:26]([OH:29])=[CH:25][C:24]=3[O:37][CH3:38])=[CH:15][C:9]=2[O:8][CH2:7]1)=[O:5])[CH3:2]. The catalyst class is: 178. (2) Reactant: [F:1][C:2]1[CH:3]=[C:4]([C@H:9]([NH:18][C:19]2[NH:20][C:21](=[O:29])[N:22]([CH:26]([CH3:28])[CH3:27])[C:23](=[O:25])[CH:24]=2)[CH2:10][C:11]([O:13]C(C)(C)C)=O)[CH:5]=[CH:6][C:7]=1[F:8].C1(C)C=CC=CC=1.C(O)(C(F)(F)F)=O.FC1C=C([C@H](NC2NC(=O)N(C(C)C)C(=O)C=2)CC(O)=O)C=CC=1F. Product: [F:1][C:2]1[CH:3]=[C:4]([C@@H:9]2[NH:18][C:19]3[NH:20][C:21](=[O:29])[N:22]([CH:26]([CH3:27])[CH3:28])[C:23](=[O:25])[C:24]=3[C:11](=[O:13])[CH2:10]2)[CH:5]=[CH:6][C:7]=1[F:8]. The catalyst class is: 25. (3) Reactant: C([SiH](CC)CC)C.[S:8]1[C:12]([CH:13]([C:15]2[CH:24]=[C:23]([Br:25])[C:22]3[C:17](=[CH:18][CH:19]=[CH:20][CH:21]=3)[C:16]=2[O:26][CH3:27])O)=[CH:11][C:10]2[CH:28]=[CH:29][CH:30]=[CH:31][C:9]1=2.CO.O. Product: [Br:25][C:23]1[C:22]2[C:17](=[CH:18][CH:19]=[CH:20][CH:21]=2)[C:16]([O:26][CH3:27])=[C:15]([CH2:13][C:12]2[S:8][C:9]3[CH:31]=[CH:30][CH:29]=[CH:28][C:10]=3[CH:11]=2)[CH:24]=1. The catalyst class is: 2. (4) Reactant: [NH2:1][C:2]1[C:10]([O:11][CH3:12])=[CH:9][C:8]([Br:13])=[CH:7][C:3]=1[C:4](O)=[O:5].C1C=CC2N(O)N=[N:20]C=2C=1.CCN=C=NCCCN(C)C.[NH4+].[OH-]. Product: [NH2:1][C:2]1[C:10]([O:11][CH3:12])=[CH:9][C:8]([Br:13])=[CH:7][C:3]=1[C:4]([NH2:20])=[O:5]. The catalyst class is: 18.